From a dataset of Catalyst prediction with 721,799 reactions and 888 catalyst types from USPTO. Predict which catalyst facilitates the given reaction. (1) Reactant: C([Li])(CC)C.Br[C:7]1[CH:8]=[CH:9][CH:10]=[C:11]2[C:16]=1[N:15]=[CH:14][CH:13]=[CH:12]2.CN(C)[CH:19]=[O:20]. Product: [N:15]1[C:16]2[C:11](=[CH:10][CH:9]=[CH:8][C:7]=2[CH:19]=[O:20])[CH:12]=[CH:13][CH:14]=1. The catalyst class is: 7. (2) Reactant: [N:1]1[C:10]2[C:5](=[CH:6][C:7]([OH:11])=[CH:8][CH:9]=2)[CH:4]=[CH:3][CH:2]=1.[O:12](S(C(F)(F)F)(=O)=O)[S:13]([C:16]([F:19])([F:18])[F:17])(=O)=[O:14]. Product: [N:1]1[C:10]2[C:5](=[CH:6][C:7]([O:11][S:13]([C:16]([F:19])([F:18])[F:17])(=[O:14])=[O:12])=[CH:8][CH:9]=2)[CH:4]=[CH:3][CH:2]=1. The catalyst class is: 17. (3) Reactant: Cl.Cl.[CH2:3]1[C@@H:8]2[CH2:9][NH:10][CH2:11][CH2:12][N:7]2[CH2:6][CH2:5][O:4]1.[Cl:13][C:14]1[C:19]([F:20])=[C:18](Cl)[N:17]=[C:16]([CH3:22])[N:15]=1.C(N(CC)C(C)C)(C)C. Product: [Cl:13][C:14]1[N:15]=[C:16]([CH3:22])[N:17]=[C:18]([N:10]2[CH2:11][CH2:12][N:7]3[C@H:8]([CH2:3][O:4][CH2:5][CH2:6]3)[CH2:9]2)[C:19]=1[F:20]. The catalyst class is: 2. (4) Reactant: [F:1][C:2]1[CH:7]=[CH:6][C:5]([C:8]2[O:9][C:10]3[CH:20]=[CH:19][C:18]([C:21]4[CH:26]=[C:25]([C:27](=[O:36])[NH:28][C:29]5([C:32](=[NH:35])[NH:33][OH:34])[CH2:31][CH2:30]5)[CH:24]=[CH:23][C:22]=4[CH3:37])=[CH:17][C:11]=3[C:12]=2[C:13]([NH:15][CH3:16])=[O:14])=[CH:4][CH:3]=1.N1C=CC=[CH:40][CH:39]=1.C(Cl)(=O)C. Product: [F:1][C:2]1[CH:7]=[CH:6][C:5]([C:8]2[O:9][C:10]3[CH:20]=[CH:19][C:18]([C:21]4[CH:26]=[C:25]([C:27](=[O:36])[NH:28][C:29]5([C:32]6[N:35]=[C:39]([CH3:40])[O:34][N:33]=6)[CH2:30][CH2:31]5)[CH:24]=[CH:23][C:22]=4[CH3:37])=[CH:17][C:11]=3[C:12]=2[C:13]([NH:15][CH3:16])=[O:14])=[CH:4][CH:3]=1. The catalyst class is: 5. (5) Reactant: [CH2:1]([N:3]1[C:15]2[CH:14]=[CH:13][C:12]([C:16]3[N:20]([CH2:21][CH2:22][O:23][CH3:24])[C:19]4[CH:25]=[CH:26][C:27]([C:29]([OH:31])=O)=[CH:28][C:18]=4[N:17]=3)=[CH:11][C:10]=2[C:9]2[C:4]1=[CH:5][CH:6]=[CH:7][CH:8]=2)[CH3:2].S(Cl)(Cl)=O.[H-].[Na+].[CH3:38][S:39]([NH2:42])(=[O:41])=[O:40].Cl. Product: [CH2:1]([N:3]1[C:15]2[CH:14]=[CH:13][C:12]([C:16]3[N:20]([CH2:21][CH2:22][O:23][CH3:24])[C:19]4[CH:25]=[CH:26][C:27]([C:29]([NH:42][S:39]([CH3:38])(=[O:41])=[O:40])=[O:31])=[CH:28][C:18]=4[N:17]=3)=[CH:11][C:10]=2[C:9]2[C:4]1=[CH:5][CH:6]=[CH:7][CH:8]=2)[CH3:2]. The catalyst class is: 588.